From a dataset of Forward reaction prediction with 1.9M reactions from USPTO patents (1976-2016). Predict the product of the given reaction. (1) Given the reactants Cl[C:2]1[C:3]([C:11]([CH:15]2[CH2:20][CH2:19][CH2:18][CH2:17][CH2:16]2)=[N:12][NH:13][CH3:14])=[C:4]2[CH:10]=[CH:9][NH:8][C:5]2=[N:6][CH:7]=1.CC(C)([O-])C.[Na+], predict the reaction product. The product is: [CH:15]1([C:11]2[C:3]3=[C:4]4[CH:10]=[CH:9][NH:8][C:5]4=[N:6][CH:7]=[C:2]3[N:13]([CH3:14])[N:12]=2)[CH2:20][CH2:19][CH2:18][CH2:17][CH2:16]1. (2) The product is: [C:1]([O:5][CH2:6][CH2:7][O:8][S:15]([C:12]1[CH:13]=[CH:14][C:9]([CH3:19])=[CH:10][CH:11]=1)(=[O:17])=[O:16])(=[O:4])[CH:2]=[CH2:3]. Given the reactants [C:1]([O:5][CH2:6][CH2:7][OH:8])(=[O:4])[CH:2]=[CH2:3].[C:9]1([CH3:19])[CH:14]=[CH:13][C:12]([S:15](Cl)(=[O:17])=[O:16])=[CH:11][CH:10]=1, predict the reaction product. (3) The product is: [CH2:24]([O:31][C:32]1[CH:37]=[CH:36][CH:35]=[CH:34][C:33]=1[C:12]1[CH2:13][CH2:14][CH2:15][C:11]=1[C:7]1[CH:6]=[CH:5][CH:10]=[CH:9][C:8]=1[C:18]([OH:19])=[O:21])[C:25]1[CH:30]=[CH:29][CH:28]=[CH:27][CH:26]=1. Given the reactants C(OC(=O)[C:5]1[CH:10]=[CH:9][CH:8]=[C:7]([C:11]2[CH2:15][CH2:14][CH2:13][C:12]=2Br)[CH:6]=1)C.[C:18](=[O:21])([O-])[O-:19].[K+].[K+].[CH2:24]([O:31][C:32]1[CH:37]=[CH:36][CH:35]=[CH:34][C:33]=1B(O)O)[C:25]1[CH:30]=[CH:29][CH:28]=[CH:27][CH:26]=1, predict the reaction product.